From a dataset of Peptide-MHC class I binding affinity with 185,985 pairs from IEDB/IMGT. Regression. Given a peptide amino acid sequence and an MHC pseudo amino acid sequence, predict their binding affinity value. This is MHC class I binding data. (1) The peptide sequence is DRAHYNIVT. The MHC is H-2-Db with pseudo-sequence H-2-Db. The binding affinity (normalized) is 0. (2) The peptide sequence is GLAGLQTDV. The MHC is HLA-A31:01 with pseudo-sequence HLA-A31:01. The binding affinity (normalized) is 0.0847. (3) The peptide sequence is LMTFWNPPV. The MHC is HLA-A02:01 with pseudo-sequence HLA-A02:01. The binding affinity (normalized) is 0.861. (4) The peptide sequence is KSMREEYRK. The MHC is HLA-A03:01 with pseudo-sequence HLA-A03:01. The binding affinity (normalized) is 0.564. (5) The peptide sequence is YRIMTRGLL. The MHC is HLA-B46:01 with pseudo-sequence HLA-B46:01. The binding affinity (normalized) is 0.0847.